This data is from Catalyst prediction with 721,799 reactions and 888 catalyst types from USPTO. The task is: Predict which catalyst facilitates the given reaction. (1) Reactant: [Cl:1][C:2]1[C:3]([C:32]2[C:40]3[C:35](=[CH:36][CH:37]=[CH:38][CH:39]=3)[N:34](S(C3C=CC=CC=3)(=O)=O)[CH:33]=2)=[N:4][C:5]([NH:8][CH2:9][C:10]([CH3:31])([CH3:30])[CH2:11][NH:12][C:13](=[O:29])[C:14]2[CH:19]=[CH:18][C:17]([NH:20][C:21](=[O:28])/[CH:22]=[CH:23]/[CH2:24]N(C)C)=[CH:16][CH:15]=2)=[N:6][CH:7]=1.C(O)=[O:51]. Product: [Cl:1][C:2]1[C:3]([C:32]2[C:40]3[C:35](=[CH:36][CH:37]=[CH:38][CH:39]=3)[NH:34][CH:33]=2)=[N:4][C:5]([NH:8][CH2:9][C:10]([CH3:31])([CH3:30])[CH2:11][NH:12][C:13](=[O:29])[C:14]2[CH:19]=[CH:18][C:17]([NH:20][C:21](=[O:28])/[CH:22]=[CH:23]/[CH2:24][OH:51])=[CH:16][CH:15]=2)=[N:6][CH:7]=1. The catalyst class is: 758. (2) Reactant: [CH2:1]([C:8]1[CH:9]=[C:10]([CH:14]=[CH:15][CH:16]=1)[C:11]([NH2:13])=O)[C:2]1[CH:7]=[CH:6][CH:5]=[CH:4][CH:3]=1.[H-].COCCO[Al+]OCCOC.[Na+].[H-]. Product: [CH2:1]([C:8]1[CH:9]=[C:10]([CH:14]=[CH:15][CH:16]=1)[CH2:11][NH2:13])[C:2]1[CH:3]=[CH:4][CH:5]=[CH:6][CH:7]=1. The catalyst class is: 11. (3) Reactant: [CH2:1]([N:8]1[CH:13]=[CH:12][CH:11]=[C:10]([C:14]([NH:16][C@@H:17]([CH2:25][CH2:26][CH2:27][CH2:28][NH:29]C(OC(C)(C)C)=O)[C:18]([O:20]C(C)(C)C)=[O:19])=[O:15])[C:9]1=[O:37])[C:2]1[CH:7]=[CH:6][CH:5]=[CH:4][CH:3]=1.[C:38]([OH:44])([C:40]([F:43])([F:42])[F:41])=[O:39].C([SiH](CC)CC)C. Product: [NH2:29][CH2:28][CH2:27][CH2:26][CH2:25][C@H:17]([NH:16][C:14]([C:10]1[C:9](=[O:37])[N:8]([CH2:1][C:2]2[CH:3]=[CH:4][CH:5]=[CH:6][CH:7]=2)[CH:13]=[CH:12][CH:11]=1)=[O:15])[C:18]([OH:20])=[O:19].[C:38]([OH:44])([C:40]([F:43])([F:42])[F:41])=[O:39]. The catalyst class is: 6.